Regression. Given two drug SMILES strings and cell line genomic features, predict the synergy score measuring deviation from expected non-interaction effect. From a dataset of NCI-60 drug combinations with 297,098 pairs across 59 cell lines. (1) Drug 1: CCN(CC)CCNC(=O)C1=C(NC(=C1C)C=C2C3=C(C=CC(=C3)F)NC2=O)C. Drug 2: CC1=C(C(=O)C2=C(C1=O)N3CC4C(C3(C2COC(=O)N)OC)N4)N. Cell line: NCIH23. Synergy scores: CSS=55.7, Synergy_ZIP=-0.0687, Synergy_Bliss=-2.90, Synergy_Loewe=-9.75, Synergy_HSA=0.414. (2) Drug 1: C1CN1C2=NC(=NC(=N2)N3CC3)N4CC4. Drug 2: COC1=C(C=C2C(=C1)N=CN=C2NC3=CC(=C(C=C3)F)Cl)OCCCN4CCOCC4. Cell line: A549. Synergy scores: CSS=52.5, Synergy_ZIP=3.68, Synergy_Bliss=3.14, Synergy_Loewe=3.03, Synergy_HSA=6.05. (3) Cell line: SR. Drug 2: C1C(C(OC1N2C=NC(=NC2=O)N)CO)O. Synergy scores: CSS=31.4, Synergy_ZIP=2.31, Synergy_Bliss=7.00, Synergy_Loewe=-20.1, Synergy_HSA=5.62. Drug 1: CS(=O)(=O)CCNCC1=CC=C(O1)C2=CC3=C(C=C2)N=CN=C3NC4=CC(=C(C=C4)OCC5=CC(=CC=C5)F)Cl. (4) Drug 1: C1=CC(=CC=C1CC(C(=O)O)N)N(CCCl)CCCl.Cl. Drug 2: CC=C1C(=O)NC(C(=O)OC2CC(=O)NC(C(=O)NC(CSSCCC=C2)C(=O)N1)C(C)C)C(C)C. Cell line: PC-3. Synergy scores: CSS=20.4, Synergy_ZIP=0.199, Synergy_Bliss=2.78, Synergy_Loewe=-24.6, Synergy_HSA=3.00.